This data is from Reaction yield outcomes from USPTO patents with 853,638 reactions. The task is: Predict the reaction yield, written as a fraction of the theoretical maximum amount of product (1.0 means a 100% yield; for example, 0.34 means a 34% yield). (1) The reactants are [NH2:1][CH2:2][CH:3]([N:12]([CH3:22])[C:13]([O:15][CH2:16][CH2:17][Si:18]([CH3:21])([CH3:20])[CH3:19])=[O:14])[CH2:4][C:5]1([OH:11])[CH2:10][CH2:9][CH2:8][CH2:7][CH2:6]1.C[Si](Cl)(C)C.Cl[C:29](OC1C=CC([N+]([O-])=O)=CC=1)=[O:30].Cl.[Cl:42][C:43]1[CH:44]=[C:45]([C@:49]([C@@H:57]2[CH2:62][CH2:61][CH2:60][NH:59][CH2:58]2)([OH:56])[CH2:50][CH2:51][CH2:52][CH2:53][O:54][CH3:55])[CH:46]=[CH:47][CH:48]=1. The catalyst is C(Cl)Cl.CCN(CC)CC. The product is [Cl:42][C:43]1[CH:44]=[C:45]([C@:49]([C@@H:57]2[CH2:62][CH2:61][CH2:60][N:59]([C:29]([NH:1][CH2:2][CH:3]([N:12]([CH3:22])[C:13]([O:15][CH2:16][CH2:17][Si:18]([CH3:20])([CH3:19])[CH3:21])=[O:14])[CH2:4][C:5]3([OH:11])[CH2:10][CH2:9][CH2:8][CH2:7][CH2:6]3)=[O:30])[CH2:58]2)([OH:56])[CH2:50][CH2:51][CH2:52][CH2:53][O:54][CH3:55])[CH:46]=[CH:47][CH:48]=1. The yield is 0.510. (2) The yield is 0.550. The catalyst is C(Cl)Cl.O.C(OCC)(=O)C. The reactants are [C:1]([C:3]1[CH:4]=[C:5]([CH:13]([CH2:17][CH:18]2[CH2:22][CH2:21][CH2:20][CH2:19]2)[C:14](O)=[O:15])[CH:6]=[CH:7][C:8]=1[S:9]([CH3:12])(=[O:11])=[O:10])#[N:2].C(N(CC)CC)C.F[P-](F)(F)(F)(F)F.N1(O[P+](N(C)C)(N(C)C)N(C)C)C2C=CC=CC=2N=N1.[NH2:57][C:58]1[O:59][C:60]2[CH:66]=[CH:65][CH:64]=[CH:63][C:61]=2[N:62]=1.Cl. The product is [O:59]1[C:60]2[CH:66]=[CH:65][CH:64]=[CH:63][C:61]=2[N:62]=[C:58]1[NH:57][C:14](=[O:15])[CH:13]([C:5]1[CH:6]=[CH:7][C:8]([S:9]([CH3:12])(=[O:10])=[O:11])=[C:3]([C:1]#[N:2])[CH:4]=1)[CH2:17][CH:18]1[CH2:22][CH2:21][CH2:20][CH2:19]1. (3) The reactants are [C:1]([NH:5][C:6]([C:8]1[C:16]2[C:11](=[N:12][CH:13]=[C:14]([NH:17][C:18]3[CH:23]=[N:22][C:21]([CH3:24])=[CH:20][N:19]=3)[N:15]=2)[N:10](COCC[Si](C)(C)C)[CH:9]=1)=[O:7])([CH3:4])([CH3:3])[CH3:2].FC(F)(F)C(O)=O. The catalyst is ClCCl.CO.[OH-].[NH4+]. The product is [C:1]([NH:5][C:6]([C:8]1[C:16]2[C:11](=[N:12][CH:13]=[C:14]([NH:17][C:18]3[CH:23]=[N:22][C:21]([CH3:24])=[CH:20][N:19]=3)[N:15]=2)[NH:10][CH:9]=1)=[O:7])([CH3:4])([CH3:3])[CH3:2]. The yield is 0.510. (4) The reactants are [OH:1][C:2]1[CH:9]=[CH:8][CH:7]=[CH:6][C:3]=1[C:4]#[N:5].C(=O)([O-])[O-].[K+].[K+].[CH2:16](Br)[CH3:17]. The catalyst is CC(C)=O. The product is [CH2:16]([O:1][C:2]1[CH:9]=[CH:8][CH:7]=[CH:6][C:3]=1[C:4]#[N:5])[CH3:17]. The yield is 0.970. (5) The reactants are [C:1]([C:5]1[CH:9]=[C:8]([NH2:10])[N:7]([C:11]2[CH:12]=[N:13][N:14]([CH2:16][CH2:17][CH2:18][O:19][CH:20]3[CH2:25][CH2:24][CH2:23][CH2:22][O:21]3)[CH:15]=2)[N:6]=1)([CH3:4])([CH3:3])[CH3:2].[OH-].[Na+].Cl[C:29]([O:31][CH2:32][C:33]([Cl:36])([Cl:35])[Cl:34])=[O:30]. The catalyst is O.CCOC(C)=O. The product is [Cl:34][C:33]([Cl:36])([Cl:35])[CH2:32][O:31][C:29](=[O:30])[NH:10][C:8]1[N:7]([C:11]2[CH:12]=[N:13][N:14]([CH2:16][CH2:17][CH2:18][O:19][CH:20]3[CH2:25][CH2:24][CH2:23][CH2:22][O:21]3)[CH:15]=2)[N:6]=[C:5]([C:1]([CH3:4])([CH3:2])[CH3:3])[CH:9]=1. The yield is 0.910. (6) The reactants are CN(P(N(C)C)N(C)C)C.Br[C:12](Br)([F:14])[F:13].[Cl:16][C:17]1[CH:18]=[C:19]([C:23]#[C:24][C:25]2[CH2:29][C:28]3([CH2:34][CH2:33][C:32](=O)[CH2:31][CH2:30]3)[O:27][N:26]=2)[CH:20]=[CH:21][CH:22]=1. The catalyst is C1COCC1. The product is [Cl:16][C:17]1[CH:18]=[C:19]([C:23]#[C:24][C:25]2[CH2:29][C:28]3([CH2:34][CH2:33][C:32](=[C:12]([F:14])[F:13])[CH2:31][CH2:30]3)[O:27][N:26]=2)[CH:20]=[CH:21][CH:22]=1. The yield is 0.137.